Task: Predict the reactants needed to synthesize the given product.. Dataset: Full USPTO retrosynthesis dataset with 1.9M reactions from patents (1976-2016) (1) Given the product [CH:29]1([CH2:32][CH2:33][NH:34][C:35]([C:37]2[N:38]=[N:39][C:40]([N:4]3[CH2:5][CH2:6][N:1]([C:7]4[C:11]5[CH:12]=[CH:13][CH:14]=[CH:15][C:10]=5[S:9][N:8]=4)[CH2:2][CH2:3]3)=[CH:41][CH:42]=2)=[O:36])[CH2:31][CH2:30]1, predict the reactants needed to synthesize it. The reactants are: [N:1]1([C:7]2[C:11]3[CH:12]=[CH:13][CH:14]=[CH:15][C:10]=3[S:9][N:8]=2)[CH2:6][CH2:5][NH:4][CH2:3][CH2:2]1.FC1C=CC(N2CCNCC2)=CC=1.[CH:29]1([CH2:32][CH2:33][NH:34][C:35]([C:37]2[N:38]=[N:39][C:40](Cl)=[CH:41][CH:42]=2)=[O:36])[CH2:31][CH2:30]1. (2) Given the product [Br:1][C:2]1[CH:3]=[C:4]([C:12]([O:14][CH3:17])=[O:13])[C:5]2[C:10]([CH:11]=1)=[CH:9][CH:8]=[CH:7][CH:6]=2, predict the reactants needed to synthesize it. The reactants are: [Br:1][C:2]1[CH:3]=[C:4]([C:12]([OH:14])=[O:13])[C:5]2[C:10]([CH:11]=1)=[CH:9][CH:8]=[CH:7][CH:6]=2.[N+](=[CH2:17])=[N-].